Dataset: Full USPTO retrosynthesis dataset with 1.9M reactions from patents (1976-2016). Task: Predict the reactants needed to synthesize the given product. (1) Given the product [Cl:14][C:4]1[N:3]=[C:2]([NH:67][C:68]2[CH:73]=[CH:72][C:71]([S:74]([NH:77][CH3:78])(=[O:76])=[O:75])=[CH:70][CH:69]=2)[CH:7]=[C:6]([N:8]2[CH2:13][CH2:12][CH2:11][CH2:10][CH2:9]2)[CH:5]=1, predict the reactants needed to synthesize it. The reactants are: Cl[C:2]1[CH:7]=[C:6]([N:8]2[CH2:13][CH2:12][CH2:11][CH2:10][CH2:9]2)[CH:5]=[C:4]([Cl:14])[N:3]=1.CC(C)([O-])C.[K+].C1C=CC(P(C2C(C3C(P(C4C=CC=CC=4)C4C=CC=CC=4)=CC=C4C=3C=CC=C4)=C3C(C=CC=C3)=CC=2)C2C=CC=CC=2)=CC=1.[NH2:67][C:68]1[CH:73]=[CH:72][C:71]([S:74]([NH:77][CH3:78])(=[O:76])=[O:75])=[CH:70][CH:69]=1. (2) Given the product [CH2:1]([C@H:8]1[N:13]([C:14]([C:16]2[N:20]([CH2:41][CH2:42][OH:43])[N:19]=[C:18]([C:21]3[CH:26]=[CH:25][CH:24]=[CH:23][CH:22]=3)[C:17]=2[C:27]2[CH:32]=[CH:31][CH:30]=[CH:29][CH:28]=2)=[O:15])[CH2:12][CH2:11][N:10]([C:33]([O:35][C:36]([CH3:39])([CH3:38])[CH3:37])=[O:34])[CH2:9]1)[C:2]1[CH:7]=[CH:6][CH:5]=[CH:4][CH:3]=1.[CH2:1]([C@H:8]1[N:13]([C:14]([C:16]2[C:17]([C:27]3[CH:32]=[CH:31][CH:30]=[CH:29][CH:28]=3)=[C:18]([C:21]3[CH:26]=[CH:25][CH:24]=[CH:23][CH:22]=3)[N:19]([CH2:44][CH2:45][OH:46])[N:20]=2)=[O:15])[CH2:12][CH2:11][N:10]([C:33]([O:35][C:36]([CH3:39])([CH3:38])[CH3:37])=[O:34])[CH2:9]1)[C:2]1[CH:7]=[CH:6][CH:5]=[CH:4][CH:3]=1, predict the reactants needed to synthesize it. The reactants are: [CH2:1]([C@H:8]1[N:13]([C:14]([C:16]2[NH:20][N:19]=[C:18]([C:21]3[CH:26]=[CH:25][CH:24]=[CH:23][CH:22]=3)[C:17]=2[C:27]2[CH:32]=[CH:31][CH:30]=[CH:29][CH:28]=2)=[O:15])[CH2:12][CH2:11][N:10]([C:33]([O:35][C:36]([CH3:39])([CH3:38])[CH3:37])=[O:34])[CH2:9]1)[C:2]1[CH:7]=[CH:6][CH:5]=[CH:4][CH:3]=1.Br[CH2:41][CH2:42][OH:43].[CH3:44][C:45](N(C)C)=[O:46].C(=O)([O-])[O-].[Cs+].[Cs+]. (3) Given the product [CH2:1]([N:8]([CH2:9][C:10]1[CH:15]=[C:14]([C:16]([F:19])([F:17])[F:18])[CH:13]=[CH:12][C:11]=1[C:20]1[C:21]([O:27][CH3:28])=[N:22][CH:23]=[C:24]([Br:26])[CH:25]=1)[C:29](=[O:31])[CH3:30])[C:2]1[CH:7]=[CH:6][CH:5]=[CH:4][CH:3]=1, predict the reactants needed to synthesize it. The reactants are: [CH2:1]([NH:8][CH2:9][C:10]1[CH:15]=[C:14]([C:16]([F:19])([F:18])[F:17])[CH:13]=[CH:12][C:11]=1[C:20]1[C:21]([O:27][CH3:28])=[N:22][CH:23]=[C:24]([Br:26])[CH:25]=1)[C:2]1[CH:7]=[CH:6][CH:5]=[CH:4][CH:3]=1.[C:29](Cl)(=[O:31])[CH3:30]. (4) Given the product [O:12]([C:13]1[CH:18]=[C:17]([CH2:19][OH:20])[CH:16]=[CH:15][C:14]=1[CH2:24][C:25]1[CH:26]=[CH:27][C:28]([CH2:31][OH:32])=[CH:29][CH:30]=1)[C@@H:11]1[O:36][C@H:37]([C@@H:58]([CH3:68])[OH:59])[C@@H:38]([OH:49])[C@H:39]([OH:40])[C@H:10]1[OH:9], predict the reactants needed to synthesize it. The reactants are: C([O:9][C@@H:10]1[C@@H:39]([O:40]C(=O)C2C=CC=CC=2)[C@H:38]([O:49]C(=O)C2C=CC=CC=2)[C@@H:37]([C@H:58]([CH3:68])[O:59]C(=O)C2C=CC=CC=2)[O:36][C@H:11]1[O:12][C:13]1[CH:18]=[C:17]([CH2:19][O:20]C(=O)C)[CH:16]=[CH:15][C:14]=1[CH2:24][C:25]1[CH:30]=[CH:29][C:28]([CH2:31][O:32]C(=O)C)=[CH:27][CH:26]=1)(=O)C1C=CC=CC=1.C(=O)([O-])[O-].[K+].[K+]. (5) Given the product [CH3:8][C:9]1[C:10]2[N:11]([CH:15]=[C:16]([CH2:18][C@@H:19]3[CH2:24][CH2:23][CH2:22][CH2:21][NH:20]3)[N:17]=2)[CH:12]=[CH:13][CH:14]=1, predict the reactants needed to synthesize it. The reactants are: C(O)(C(F)(F)F)=O.[CH3:8][C:9]1[C:10]2[N:11]([CH:15]=[C:16]([CH2:18][C@@H:19]3[CH2:24][CH2:23][CH2:22][CH2:21][N:20]3C(OC(C)(C)C)=O)[N:17]=2)[CH:12]=[CH:13][CH:14]=1. (6) Given the product [Cl:29][C:11]1[C:10]2[C:5](=[CH:6][CH:7]=[C:8]([F:20])[CH:9]=2)[N:4]=[C:3]([CH2:1][CH3:2])[C:12]=1[C:13]1[CH:18]=[CH:17][CH:16]=[CH:15][N:14]=1, predict the reactants needed to synthesize it. The reactants are: [CH2:1]([C:3]1[NH:4][C:5]2[C:10]([C:11](=O)[C:12]=1[C:13]1[CH:18]=[CH:17][CH:16]=[CH:15][N:14]=1)=[CH:9][C:8]([F:20])=[CH:7][CH:6]=2)[CH3:2].O.C([O-])(O)=O.[Na+].O=P(Cl)(Cl)[Cl:29]. (7) Given the product [OH:28][CH2:27][CH:26]([NH:25][C:4]([C:6]1[C:7]2[S:15][CH:14]=[C:13]([CH2:16][O:17][C:18]3[CH:23]=[CH:22][C:21]([Br:24])=[CH:20][CH:19]=3)[C:8]=2[C:9]([NH2:12])=[N:10][CH:11]=1)=[O:5])[CH3:29], predict the reactants needed to synthesize it. The reactants are: C(O[C:4]([C:6]1[C:7]2[S:15][CH:14]=[C:13]([CH2:16][O:17][C:18]3[CH:23]=[CH:22][C:21]([Br:24])=[CH:20][CH:19]=3)[C:8]=2[C:9]([NH2:12])=[N:10][CH:11]=1)=[O:5])C.[NH2:25][CH:26]([CH3:29])[CH2:27][OH:28].